Predict the reactants needed to synthesize the given product. From a dataset of Full USPTO retrosynthesis dataset with 1.9M reactions from patents (1976-2016). (1) Given the product [NH2:7][CH2:8][C:9]#[C:10][C:11]1[CH:12]=[C:13]([C:17]2[C:18]3[C:29]([O:30][CH3:31])=[C:28]([C:32]4[CH:37]=[CH:36][CH:35]=[CH:34][CH:33]=4)[C:27]([O:38][CH3:39])=[CH:26][C:19]=3[N:20]([CH3:25])[C:21](=[O:24])[CH2:22][N:23]=2)[CH:14]=[CH:15][CH:16]=1, predict the reactants needed to synthesize it. The reactants are: C(OC(=O)[NH:7][CH2:8][C:9]#[C:10][C:11]1[CH:16]=[CH:15][CH:14]=[C:13]([C:17]2[C:18]3[C:29]([O:30][CH3:31])=[C:28]([C:32]4[CH:37]=[CH:36][CH:35]=[CH:34][CH:33]=4)[C:27]([O:38][CH3:39])=[CH:26][C:19]=3[N:20]([CH3:25])[C:21](=[O:24])[CH2:22][N:23]=2)[CH:12]=1)(C)(C)C.FC(F)(F)C(O)=O. (2) Given the product [I:1][C:2]1[CH:10]=[C:6]2[C:5](=[CH:4][CH:3]=1)[N:11]=[CH:12][N:18]([C:19]1[CH:24]=[CH:23][CH:22]=[CH:21][CH:20]=1)[C:7]2=[O:9], predict the reactants needed to synthesize it. The reactants are: [I:1][C:2]1[CH:10]=[C:6]([C:7]([OH:9])=O)[C:5]([NH2:11])=[CH:4][CH:3]=1.[CH:12]([O-])([O-])OCC.[NH2:18][C:19]1[CH:24]=[CH:23][CH:22]=[CH:21][CH:20]=1.C(O)CCCC. (3) The reactants are: [Cl:1][C:2]1[CH:3]=[C:4]([CH:26]=[CH:27][C:28]=1[Cl:29])[CH2:5][N:6]1[CH2:11][CH2:10][O:9][CH:8]([CH2:12][NH:13][C:14](=[O:25])[O:15][C:16]2[CH:21]=[CH:20][C:19]([N+:22]([O-:24])=[O:23])=[CH:18][CH:17]=2)[CH2:7]1.ClC1C=C(C=CC=1Cl)CN1CCO[C@H](CN)C1.C1C([N+]([O-])=O)=CC=C([Cl-]C([O-])=O)C=1. Given the product [Cl:1][C:2]1[CH:3]=[C:4]([CH:26]=[CH:27][C:28]=1[Cl:29])[CH2:5][N:6]1[CH2:11][CH2:10][O:9][C@H:8]([CH2:12][NH:13][C:14](=[O:25])[O:15][C:16]2[CH:17]=[CH:18][C:19]([N+:22]([O-:24])=[O:23])=[CH:20][CH:21]=2)[CH2:7]1, predict the reactants needed to synthesize it. (4) Given the product [N:1]1([CH:6]2[CH2:15][CH2:14][C:13]([CH3:17])([CH3:16])[C:12]3[CH:11]=[C:10]([C:18]#[C:19][C:20]4[CH:21]=[CH:22][C:23]([CH2:33][C:32]([O:31][CH3:35])=[O:29])=[CH:27][CH:28]=4)[CH:9]=[CH:8][C:7]2=3)[CH:5]=[CH:4][N:3]=[CH:2]1, predict the reactants needed to synthesize it. The reactants are: [N:1]1([CH:6]2[CH2:15][CH2:14][C:13]([CH3:17])([CH3:16])[C:12]3[CH:11]=[C:10]([C:18]#[C:19][C:20]4[CH:28]=[CH:27][C:23](C([O-])=O)=[CH:22][CH:21]=4)[CH:9]=[CH:8][C:7]2=3)[CH:5]=[CH:4][N:3]=[CH:2]1.[OH-:29].[Na+].[O:31]1[CH2:35]C[CH2:33][CH2:32]1. (5) Given the product [ClH:30].[ClH:30].[CH:1]1([CH:4]([C:20]2[CH:25]=[CH:24][CH:23]=[C:22]([C:26]([F:28])([F:29])[F:27])[CH:21]=2)[N:5]2[CH2:10][CH2:9][N:8]([CH2:11][C:12]([OH:14])=[O:13])[C@H:7]([CH3:19])[CH2:6]2)[CH2:3][CH2:2]1, predict the reactants needed to synthesize it. The reactants are: [CH:1]1([CH:4]([C:20]2[CH:25]=[CH:24][CH:23]=[C:22]([C:26]([F:29])([F:28])[F:27])[CH:21]=2)[N:5]2[CH2:10][CH2:9][N:8]([CH2:11][C:12]([O:14]C(C)(C)C)=[O:13])[C@H:7]([CH3:19])[CH2:6]2)[CH2:3][CH2:2]1.[ClH:30]. (6) Given the product [C:30]([O:34][C:35](=[O:47])[NH:36][C:37]1([C:45]#[C:46][C:6]2[CH:11]=[CH:10][C:9]([O:12][CH2:13][CH2:14][CH2:15][CH2:16][CH2:17][CH2:18][CH3:19])=[C:8]([C:20]#[N:90])[CH:7]=2)[CH2:42][O:41][C:40]([CH3:44])([CH3:43])[O:39][CH2:38]1)([CH3:33])([CH3:32])[CH3:31], predict the reactants needed to synthesize it. The reactants are: OCC(NC(=O)C)(CO)CC[C:6]1[CH:11]=[CH:10][C:9]([O:12][CH2:13][CH2:14][CH2:15][CH2:16][CH2:17][CH2:18][CH3:19])=[C:8]([C:20](F)(F)F)[CH:7]=1.[C:30]([O:34][C:35](=[O:47])[NH:36][C:37]1([C:45]#[CH:46])[CH2:42][O:41][C:40]([CH3:44])([CH3:43])[O:39][CH2:38]1)([CH3:33])([CH3:32])[CH3:31].C1(P(C2CCCCC2)C2C=CC=CC=2C2C(C(C)C)=CC(C(C)C)=CC=2C(C)C)CCCCC1.C(=O)([O-])[O-].[Cs+].[Cs+].C(#[N:90])C.